This data is from Catalyst prediction with 721,799 reactions and 888 catalyst types from USPTO. The task is: Predict which catalyst facilitates the given reaction. (1) Reactant: [CH3:1][C:2]([CH3:43])([CH3:42])[C:3]#[C:4][CH2:5][N:6]1[CH:11]([C:12]2[CH:17]=[CH:16][C:15]([C:18]([F:21])([F:20])[F:19])=[CH:14][CH:13]=2)[CH2:10][C:9]([F:23])([F:22])[CH:8]([CH2:24][C:25]([O:27]C(C)(C)C)=[O:26])[CH:7]1[C:32]1[CH:37]=[CH:36][C:35]([C:38]([F:41])([F:40])[F:39])=[CH:34][CH:33]=1.FC(F)(F)C(O)=O. Product: [CH3:1][C:2]([CH3:43])([CH3:42])[C:3]#[C:4][CH2:5][N:6]1[CH:11]([C:12]2[CH:13]=[CH:14][C:15]([C:18]([F:21])([F:20])[F:19])=[CH:16][CH:17]=2)[CH2:10][C:9]([F:23])([F:22])[CH:8]([CH2:24][C:25]([OH:27])=[O:26])[CH:7]1[C:32]1[CH:33]=[CH:34][C:35]([C:38]([F:41])([F:39])[F:40])=[CH:36][CH:37]=1. The catalyst class is: 2. (2) Reactant: [O:1]=[C:2]1[CH:7](C(OCC)=O)[C:6](=[O:13])[CH2:5][CH2:4][N:3]1[N:14]1[CH2:19][CH2:18][CH2:17][CH2:16][CH2:15]1. Product: [N:3]1([N:14]2[CH2:19][CH2:18][CH2:17][CH2:16][CH2:15]2)[CH2:4][CH2:5][C:6](=[O:13])[CH2:7][C:2]1=[O:1]. The catalyst class is: 52. (3) Reactant: C([O:5][C:6](=[O:47])[C@@H:7]([NH:37][S:38]([C:41]1[CH:46]=[CH:45][CH:44]=[CH:43][CH:42]=1)(=[O:40])=[O:39])[CH2:8][C:9]1[CH:14]=[CH:13][C:12]([N:15]2[CH2:19][C:18](=[O:20])[N:17]([CH2:21][CH2:22][Si:23]([CH3:26])([CH3:25])[CH3:24])[S:16]2(=[O:28])=[O:27])=[C:11]([O:29][CH2:30][C:31]2[CH:36]=[CH:35][CH:34]=[CH:33][CH:32]=2)[CH:10]=1)(C)(C)C. Product: [C:41]1([S:38]([NH:37][C@@H:7]([CH2:8][C:9]2[CH:14]=[CH:13][C:12]([N:15]3[CH2:19][C:18](=[O:20])[N:17]([CH2:21][CH2:22][Si:23]([CH3:25])([CH3:26])[CH3:24])[S:16]3(=[O:28])=[O:27])=[C:11]([O:29][CH2:30][C:31]3[CH:32]=[CH:33][CH:34]=[CH:35][CH:36]=3)[CH:10]=2)[C:6]([OH:47])=[O:5])(=[O:40])=[O:39])[CH:46]=[CH:45][CH:44]=[CH:43][CH:42]=1. The catalyst class is: 137. (4) Reactant: [OH:1][C:2]1[CH:11]=[CH:10][C:5]([C:6]([O:8][CH3:9])=[O:7])=[CH:4][C:3]=1[CH2:12][CH:13]=[CH2:14]. Product: [OH:1][C:2]1[CH:11]=[CH:10][C:5]([C:6]([O:8][CH3:9])=[O:7])=[CH:4][C:3]=1[CH2:12][CH2:13][CH3:14]. The catalyst class is: 352. (5) Reactant: [OH:1][C:2]1[CH:11]=[C:10]([CH3:12])[C:9]2[C:4](=[CH:5][CH:6]=[CH:7][CH:8]=2)[C:3]=1[CH:13]=[O:14].CS(O[C@H:20]1[CH2:25][CH2:24][C@@H:23]([C:26]([CH3:29])([CH3:28])[CH3:27])[CH2:22][CH2:21]1)(=O)=O.C([O-])([O-])=O.[Cs+].[Cs+]. Product: [C:26]([C@@H:23]1[CH2:24][CH2:25][C@H:20]([O:1][C:2]2[CH:11]=[C:10]([CH3:12])[C:9]3[C:4](=[CH:5][CH:6]=[CH:7][CH:8]=3)[C:3]=2[CH:13]=[O:14])[CH2:21][CH2:22]1)([CH3:29])([CH3:28])[CH3:27]. The catalyst class is: 664. (6) Reactant: [O:1]=[C:2]1[CH2:7][CH2:6][N:5]([C:8]([O:10][C:11]([CH3:14])([CH3:13])[CH3:12])=[O:9])[CH2:4][CH2:3]1.[Li+].C[Si]([N-][Si](C)(C)C)(C)C.[CH3:25][C:26]([CH3:32])([CH:30]=[CH2:31])[C:27](Cl)=[O:28]. Product: [CH3:25][C:26]([CH3:32])([CH:30]=[CH2:31])[C:27]([CH:7]1[C:2](=[O:1])[CH2:3][CH2:4][N:5]([C:8]([O:10][C:11]([CH3:14])([CH3:13])[CH3:12])=[O:9])[CH2:6]1)=[O:28]. The catalyst class is: 1.